Dataset: Cav3 T-type calcium channel HTS with 100,875 compounds. Task: Binary Classification. Given a drug SMILES string, predict its activity (active/inactive) in a high-throughput screening assay against a specified biological target. (1) The drug is N1(CCN(CC1)C)c1nc(cc(n1)C#N)c1ccccc1. The result is 0 (inactive). (2) The molecule is S(=O)(=O)(N1CCOCC1)c1ccc(NC2N(C(=O)c3c2cccc3)Cc2occc2)cc1. The result is 0 (inactive).